From a dataset of Full USPTO retrosynthesis dataset with 1.9M reactions from patents (1976-2016). Predict the reactants needed to synthesize the given product. (1) Given the product [CH2:6]([NH:2][C@@H:3]([CH2:6][C:7]1[CH:12]=[CH:11][C:10]([S:13]([C:16]2[CH:21]=[CH:20][CH:19]=[CH:18][CH:17]=2)(=[O:15])=[O:14])=[CH:9][CH:8]=1)[CH2:4][OH:5])[C:7]1[CH:12]=[CH:11][CH:10]=[CH:9][CH:8]=1, predict the reactants needed to synthesize it. The reactants are: Cl.[NH2:2][C@@H:3]([CH2:6][C:7]1[CH:12]=[CH:11][C:10]([S:13]([C:16]2[CH:21]=[CH:20][CH:19]=[CH:18][CH:17]=2)(=[O:15])=[O:14])=[CH:9][CH:8]=1)[CH2:4][OH:5].C[O-].[Na+]. (2) Given the product [CH2:1]([N:8]([CH:20]([C:25]1[CH:30]=[CH:29][CH:28]=[CH:27][CH:26]=1)[C:21]([OH:23])=[O:22])[C:9](=[O:19])[C:10]1[CH:15]=[CH:14][C:13]([N+:16]([O-:18])=[O:17])=[CH:12][CH:11]=1)[C:2]1[CH:3]=[CH:4][CH:5]=[CH:6][CH:7]=1, predict the reactants needed to synthesize it. The reactants are: [CH2:1]([N:8]([CH:20]([C:25]1[CH:30]=[CH:29][CH:28]=[CH:27][CH:26]=1)[C:21]([O:23]C)=[O:22])[C:9](=[O:19])[C:10]1[CH:15]=[CH:14][C:13]([N+:16]([O-:18])=[O:17])=[CH:12][CH:11]=1)[C:2]1[CH:7]=[CH:6][CH:5]=[CH:4][CH:3]=1.C1COCC1.O.[OH-].[Li+]. (3) Given the product [Br:29][C:27]1[CH:26]=[CH:25][C:24]([Cl:30])=[C:23]([C:17]2[C:16]([C:14]([C:13]3[C:8]([C:6]4[CH:7]=[C:2]([Br:1])[CH:3]=[CH:4][C:5]=4[Cl:32])=[N:9][C:10]([CH2:33][CH3:34])=[CH:11][CH:12]=3)=[O:15])=[CH:21][CH:20]=[C:19]([CH2:50][CH3:51])[N:18]=2)[CH:28]=1, predict the reactants needed to synthesize it. The reactants are: [Br:1][C:2]1[CH:3]=[CH:4][C:5]([Cl:32])=[C:6]([C:8]2[C:13]([C:14]([C:16]3[C:17]([C:23]4[CH:28]=[C:27]([Br:29])[CH:26]=[CH:25][C:24]=4[Cl:30])=[N:18][C:19](Br)=[CH:20][CH:21]=3)=[O:15])=[CH:12][CH:11]=[C:10](Br)[N:9]=2)[CH:7]=1.[CH2:33]([Al](CC)CC)[CH3:34].[Cl-].[Ce+3].[Cl-].[Cl-].C(=O)([O-])O.[Na+].O1CC[CH2:51][CH2:50]1.